From a dataset of Peptide-MHC class II binding affinity with 134,281 pairs from IEDB. Regression. Given a peptide amino acid sequence and an MHC pseudo amino acid sequence, predict their binding affinity value. This is MHC class II binding data. (1) The peptide sequence is WAVKPKAVRQIEDQL. The MHC is DRB1_0301 with pseudo-sequence DRB1_0301. The binding affinity (normalized) is 0.299. (2) The peptide sequence is VKITDKNYEHIAAYH. The MHC is HLA-DPA10103-DPB10401 with pseudo-sequence HLA-DPA10103-DPB10401. The binding affinity (normalized) is 0.175. (3) The peptide sequence is VAKLFKDYSSVVRPV. The MHC is DRB1_0101 with pseudo-sequence DRB1_0101. The binding affinity (normalized) is 0.233. (4) The peptide sequence is ATAANAAPANDKFTV. The MHC is DRB1_0901 with pseudo-sequence DRB1_0901. The binding affinity (normalized) is 0.364.